Dataset: Reaction yield outcomes from USPTO patents with 853,638 reactions. Task: Predict the reaction yield, written as a fraction of the theoretical maximum amount of product (1.0 means a 100% yield; for example, 0.34 means a 34% yield). (1) The reactants are [Cl:1][C:2]1[CH:10]=[CH:9][C:8]([CH3:11])=[CH:7][C:3]=1[C:4]([NH2:6])=[O:5].FC1C=CC([O:19][C:20](=O)[NH:21][C:22]2[S:23][C:24]3[CH:30]=[C:29]([S:31]([CH3:34])(=[O:33])=[O:32])[CH:28]=[CH:27][C:25]=3[N:26]=2)=CC=1. No catalyst specified. The product is [Cl:1][C:2]1[CH:10]=[CH:9][C:8]([CH3:11])=[CH:7][C:3]=1[C:4]([NH:6][C:20](=[O:19])[NH:21][C:22]1[S:23][C:24]2[CH:30]=[C:29]([S:31]([CH3:34])(=[O:33])=[O:32])[CH:28]=[CH:27][C:25]=2[N:26]=1)=[O:5]. The yield is 0.200. (2) The reactants are Cl[C:2]1[C:11]2[C:6](=[CH:7][C:8]([N+:13]([O-:15])=[O:14])=[C:9](F)[CH:10]=2)[N:5]=[C:4]([CH3:16])[CH:3]=1.[NH:17]1[CH2:21][CH2:20][CH2:19][CH2:18]1. No catalyst specified. The product is [CH3:16][C:4]1[CH:3]=[C:2]([N:17]2[CH2:21][CH2:20][CH2:19][CH2:18]2)[C:11]2[C:6](=[CH:7][C:8]([N+:13]([O-:15])=[O:14])=[C:9]([N:17]3[CH2:21][CH2:20][CH2:19][CH2:18]3)[CH:10]=2)[N:5]=1. The yield is 0.790. (3) The reactants are [Li+].[OH-].C([O:5][C:6]([C:8]12[CH2:25][CH:24]1[CH:23]=[CH:22][CH2:21][CH2:20][CH2:19][CH2:18][N:17]([CH3:26])[C:16](=[O:27])[CH:15]1[CH:11]([CH2:12][CH:13]([O:28][C:29]3[C:38]4[C:33](=[C:34]([CH3:41])[C:35]([O:39][CH3:40])=[CH:36][CH:37]=4)[N:32]=[C:31]([C:42]4[N:43]=[C:44]([CH:47]5[CH2:52][CH2:51][CH2:50][CH2:49][CH2:48]5)[S:45][CH:46]=4)[CH:30]=3)[CH2:14]1)[C:10](=[O:53])[NH:9]2)=[O:7])C. The catalyst is CO.C1COCC1.O. The product is [CH:47]1([C:44]2[S:45][CH:46]=[C:42]([C:31]3[CH:30]=[C:29]([O:28][CH:13]4[CH2:12][CH:11]5[CH:15]([C:16](=[O:27])[N:17]([CH3:26])[CH2:18][CH2:19][CH2:20][CH2:21][CH:22]=[CH:23][CH:24]6[C:8]([C:6]([OH:7])=[O:5])([NH:9][C:10]5=[O:53])[CH2:25]6)[CH2:14]4)[C:38]4[C:33](=[C:34]([CH3:41])[C:35]([O:39][CH3:40])=[CH:36][CH:37]=4)[N:32]=3)[N:43]=2)[CH2:48][CH2:49][CH2:50][CH2:51][CH2:52]1. The yield is 0.950. (4) The reactants are [NH2:1][C:2]1[C:3]([CH2:17][CH3:18])=[C:4]([NH:9][C:10](=[O:16])[CH2:11][C:12]([CH3:15])([CH3:14])[CH3:13])[C:5]([CH3:8])=[CH:6][CH:7]=1.[F:19][C:20]1[CH:27]=[CH:26][C:23]([CH:24]=O)=[CH:22][CH:21]=1.[BH4-].[Na+].CO. The catalyst is C1COCC1. The product is [CH2:17]([C:3]1[C:2]([NH:1][CH2:24][C:23]2[CH:26]=[CH:27][C:20]([F:19])=[CH:21][CH:22]=2)=[CH:7][CH:6]=[C:5]([CH3:8])[C:4]=1[NH:9][C:10](=[O:16])[CH2:11][C:12]([CH3:14])([CH3:13])[CH3:15])[CH3:18]. The yield is 0.530. (5) The reactants are [N:1]1[CH:6]=[CH:5][N:4]=[CH:3][C:2]=1[NH2:7].Br[CH2:9][C:10](=O)[C:11]([F:14])([F:13])[F:12]. The catalyst is C(O)C. The product is [F:12][C:11]([F:14])([F:13])[C:10]1[N:7]=[C:2]2[CH:3]=[N:4][CH:5]=[CH:6][N:1]2[CH:9]=1. The yield is 0.228. (6) The reactants are [N+:1]([C:4]1[CH:9]=[CH:8][CH:7]=[CH:6][C:5]=1[S:10](Cl)(=[O:12])=[O:11])([O-:3])=[O:2].[NH2:14][C:15]1[CH:16]=[CH:17][CH:18]=[C:19]2[C:24]=1[N:23]=[CH:22][CH:21]=[CH:20]2. The catalyst is C(Cl)Cl. The product is [N+:1]([C:4]1[CH:9]=[CH:8][CH:7]=[CH:6][C:5]=1[S:10]([NH:14][C:15]1[CH:16]=[CH:17][CH:18]=[C:19]2[C:24]=1[N:23]=[CH:22][CH:21]=[CH:20]2)(=[O:12])=[O:11])([O-:3])=[O:2]. The yield is 0.860. (7) The reactants are [F:1][C:2]1[CH:7]=[CH:6][CH:5]=[C:4]([F:8])[C:3]=1[C:9]1[O:10][C:11]([C:17]2[S:18][CH:19]=[CH:20][CH:21]=2)=[C:12]([C:14](O)=[O:15])[N:13]=1.O.OC1C2N=N[NH:29]C=2C=CC=1.N.O1CCOCC1.Cl.CN(C)CCCN=C=NCC. The catalyst is CN(C=O)C. The product is [F:1][C:2]1[CH:7]=[CH:6][CH:5]=[C:4]([F:8])[C:3]=1[C:9]1[O:10][C:11]([C:17]2[S:18][CH:19]=[CH:20][CH:21]=2)=[C:12]([C:14]([NH2:29])=[O:15])[N:13]=1. The yield is 0.0400. (8) The reactants are I[CH2:2][CH2:3][CH2:4][O:5][C:6]1[CH:13]=[CH:12][C:9]([CH:10]=[O:11])=[C:8]([CH3:14])[CH:7]=1.BrCCC[Cl:19].CC1C=C(O)C=CC=1C=O.C([O-])([O-])=O.[K+].[K+]. The catalyst is C(#N)C. The product is [Cl:19][CH2:2][CH2:3][CH2:4][O:5][C:6]1[CH:13]=[CH:12][C:9]([CH:10]=[O:11])=[C:8]([CH3:14])[CH:7]=1. The yield is 0.820. (9) The reactants are O1[C:5]2([CH2:10][CH2:9][CH:8]([N:11]3[CH2:16][CH2:15][C:14]([F:18])([F:17])[CH2:13][CH2:12]3)[CH2:7][CH2:6]2)[O:4]CC1.[OH-].[Na+]. The catalyst is Cl. The product is [F:18][C:14]1([F:17])[CH2:15][CH2:16][N:11]([CH:8]2[CH2:7][CH2:6][C:5](=[O:4])[CH2:10][CH2:9]2)[CH2:12][CH2:13]1. The yield is 0.960.